Dataset: Forward reaction prediction with 1.9M reactions from USPTO patents (1976-2016). Task: Predict the product of the given reaction. Given the reactants Br[C:2]1[N:7]=[C:6]([NH:8][CH2:9][C:10]2([CH3:16])[CH2:15][CH2:14][O:13][CH2:12][CH2:11]2)[CH:5]=[CH:4][CH:3]=1.[Cl:17][C:18]1[C:19](B(O)O)=[CH:20][C:21]([F:24])=[N:22][CH:23]=1.C(=O)([O-])[O-].[Na+].[Na+], predict the reaction product. The product is: [Cl:17][C:18]1[C:19]([C:2]2[CH:3]=[CH:4][CH:5]=[C:6]([NH:8][CH2:9][C:10]3([CH3:16])[CH2:15][CH2:14][O:13][CH2:12][CH2:11]3)[N:7]=2)=[CH:20][C:21]([F:24])=[N:22][CH:23]=1.